Dataset: hERG Central: cardiac toxicity at 1µM, 10µM, and general inhibition. Task: Predict hERG channel inhibition at various concentrations. (1) The compound is COc1ccccc1Nc1nc(N)nc(CN2CCC(C)CC2)n1. Results: hERG_inhib (hERG inhibition (general)): blocker. (2) The compound is Nc1nc(CN2CCN(c3ccc(F)cc3)CC2)nc(N2CCCc3ccccc32)n1. Results: hERG_inhib (hERG inhibition (general)): blocker. (3) The compound is Clc1ccc(-c2nnc3sc(Cc4cccs4)nn23)c(Cl)c1. Results: hERG_inhib (hERG inhibition (general)): blocker. (4) The compound is CCN(CC)S(=O)(=O)c1cccc(C(=O)Nc2ccc(Cl)cn2)c1. Results: hERG_inhib (hERG inhibition (general)): blocker. (5) The compound is Cc1ccc2sc(N3CCN(CCNC(=O)c4ccco4)CC3)nc2c1C.Cl. Results: hERG_inhib (hERG inhibition (general)): blocker.